From a dataset of Full USPTO retrosynthesis dataset with 1.9M reactions from patents (1976-2016). Predict the reactants needed to synthesize the given product. (1) Given the product [C@@H:26]([NH:29][C:19](=[O:20])[C:18]1[CH:22]=[CH:23][C:15]([N:12]2[C:13]([OH:14])=[C:9]([C:6]3[CH:7]=[CH:8][C:3]([C:1]#[N:2])=[CH:4][C:5]=3[CH3:24])[CH:10]=[N:11]2)=[N:16][CH:17]=1)([CH2:27][CH3:28])[CH3:25], predict the reactants needed to synthesize it. The reactants are: [C:1]([C:3]1[CH:8]=[CH:7][C:6]([C:9]2[CH:10]=[N:11][N:12]([C:15]3[CH:23]=[CH:22][C:18]([C:19](O)=[O:20])=[CH:17][N:16]=3)[C:13]=2[OH:14])=[C:5]([CH3:24])[CH:4]=1)#[N:2].[CH3:25][C@H:26]([NH2:29])[CH2:27][CH3:28]. (2) The reactants are: [Cl:1][C:2]1[CH:7]=[CH:6][CH:5]=[C:4]([F:8])[C:3]=1[C:9]1[NH:13][C:12](=[O:14])[N:11]([C:15]2[CH:23]=[CH:22][C:18]([C:19]([OH:21])=O)=[CH:17][CH:16]=2)[N:10]=1.C(N(C(C)C)CC)(C)C.CN(C(ON1N=NC2C=CC=CC1=2)=[N+](C)C)C.[B-](F)(F)(F)F.[F:55][C:56]([F:68])([F:67])[C:57]1[CH:62]=[CH:61][C:60]([C:63]2([NH2:66])[CH2:65][CH2:64]2)=[CH:59][CH:58]=1. Given the product [Cl:1][C:2]1[CH:7]=[CH:6][CH:5]=[C:4]([F:8])[C:3]=1[C:9]1[NH:13][C:12](=[O:14])[N:11]([C:15]2[CH:16]=[CH:17][C:18]([C:19]([NH:66][C:63]3([C:60]4[CH:61]=[CH:62][C:57]([C:56]([F:55])([F:67])[F:68])=[CH:58][CH:59]=4)[CH2:65][CH2:64]3)=[O:21])=[CH:22][CH:23]=2)[N:10]=1, predict the reactants needed to synthesize it. (3) Given the product [NH2:3][C:4]1[N:5]=[C:6]([C:26]2[CH:27]=[CH:28][CH:29]=[CH:30][CH:31]=2)[C:7]([C:16]2[CH:17]=[CH:18][C:19](=[O:25])[N:20]([CH:22]([CH3:24])[CH3:23])[N:21]=2)=[N:8][C:9]=1[C:10]#[CH:11], predict the reactants needed to synthesize it. The reactants are: [OH-].[Na+].[NH2:3][C:4]1[N:5]=[C:6]([C:26]2[CH:31]=[CH:30][CH:29]=[CH:28][CH:27]=2)[C:7]([C:16]2[CH:17]=[CH:18][C:19](=[O:25])[N:20]([CH:22]([CH3:24])[CH3:23])[N:21]=2)=[N:8][C:9]=1[C:10]#[C:11][Si](C)(C)C.Cl. (4) Given the product [S:30]1[C:31]2[CH:37]=[CH:36][CH:35]=[CH:34][C:32]=2[N:33]=[C:29]1[CH2:28][N:22]1[C:23](=[O:24])[C:5]2([C:4]3[C:8](=[CH:9][CH:10]=[C:2]([Cl:1])[CH:3]=3)[N:7]([CH2:11][C:12]([OH:14])=[O:13])[C:6]2=[O:19])[N:20]([CH3:26])[C:21]1=[O:25], predict the reactants needed to synthesize it. The reactants are: [Cl:1][C:2]1[CH:3]=[C:4]2[C:8](=[CH:9][CH:10]=1)[N:7]([CH2:11][C:12]([O:14]C(C)(C)C)=[O:13])[C:6](=[O:19])[C:5]12[C:23](=[O:24])[NH:22][C:21](=[O:25])[N:20]1[CH3:26].Br[CH2:28][C:29]1[S:30][C:31]2[CH:37]=[CH:36][CH:35]=[CH:34][C:32]=2[N:33]=1. (5) Given the product [C:1]([C:4]1[CH:5]=[C:6]([C:10]([C:12]2[N:20]3[C:15]([CH:16]=[C:17]([CH:21]([CH3:22])[CH3:23])[CH:18]=[CH:19]3)=[C:14]([C:24](=[O:29])[C:25]([CH3:26])([CH3:27])[CH3:28])[C:13]=2[CH2:30][C:31]([CH3:37])([CH3:36])[C:32]([OH:34])=[O:33])=[O:11])[CH:7]=[CH:8][CH:9]=1)(=[O:3])[NH2:2], predict the reactants needed to synthesize it. The reactants are: [C:1]([C:4]1[CH:5]=[C:6]([C:10]([C:12]2[N:20]3[C:15]([CH:16]=[C:17]([CH:21]([CH3:23])[CH3:22])[CH:18]=[CH:19]3)=[C:14]([C:24](=[O:29])[C:25]([CH3:28])([CH3:27])[CH3:26])[C:13]=2[CH2:30][C:31]([CH3:37])([CH3:36])[C:32]([O:34]C)=[O:33])=[O:11])[CH:7]=[CH:8][CH:9]=1)(=[O:3])[NH2:2].Cl. (6) The reactants are: [CH3:1][C:2]1[CH:7]=[C:6]([C:8]([OH:10])=[O:9])[CH:5]=[CH:4][C:3]=1[C:11]1[C:12]([C:17](O)=[O:18])=[CH:13][CH:14]=[CH:15][CH:16]=1. Given the product [CH3:1][C:2]1[C:3]2[C:11]3[C:12](=[CH:13][CH:14]=[CH:15][CH:16]=3)[C:17](=[O:18])[C:4]=2[CH:5]=[C:6]([C:8]([OH:10])=[O:9])[CH:7]=1, predict the reactants needed to synthesize it.